From a dataset of Catalyst prediction with 721,799 reactions and 888 catalyst types from USPTO. Predict which catalyst facilitates the given reaction. Reactant: [O-]P([O-])([O-])=O.[K+].[K+].[K+].Br[C:10]1[CH:18]=[CH:17][C:13]([N:14]([CH3:16])[CH3:15])=[CH:12][CH:11]=1.[C@@H:19]1([NH2:26])[CH2:24][CH2:23][CH2:22][CH2:21][C@H:20]1[NH2:25]. Product: [CH3:15][N:14]([CH3:16])[C:13]1[CH:17]=[CH:18][C:10]([NH:25][C@@H:20]2[CH2:21][CH2:22][CH2:23][CH2:24][C@H:19]2[NH2:26])=[CH:11][CH:12]=1. The catalyst class is: 321.